This data is from Catalyst prediction with 721,799 reactions and 888 catalyst types from USPTO. The task is: Predict which catalyst facilitates the given reaction. (1) Reactant: [Cl:1][C:2]1[CH:3]=[C:4]([C:8]2[CH:13]=[C:12]([CH2:14][C:15]3[CH:20]=[CH:19][C:18]([CH2:21][C:22](OC)=[O:23])=[CH:17][CH:16]=3)[CH:11]=[C:10]([C:26]([F:29])([F:28])[F:27])[N:9]=2)[CH:5]=[CH:6][CH:7]=1. Product: [Cl:1][C:2]1[CH:3]=[C:4]([C:8]2[CH:13]=[C:12]([CH2:14][C:15]3[CH:20]=[CH:19][C:18]([CH2:21][CH2:22][OH:23])=[CH:17][CH:16]=3)[CH:11]=[C:10]([C:26]([F:29])([F:27])[F:28])[N:9]=2)[CH:5]=[CH:6][CH:7]=1. The catalyst class is: 1. (2) Reactant: [Br:1][C:2]1[N:10]([CH2:11][C:12]2[CH:17]=[CH:16][CH:15]=[CH:14][C:13]=2[Cl:18])[C:9]2[C:8](=[O:19])[NH:7][C:6](=[O:20])[N:5]([CH3:21])[C:4]=2[N:3]=1.CN(C)C=O.Br[CH2:28][CH2:29][C:30]1[CH:35]=[CH:34][CH:33]=[CH:32][CH:31]=1.C(=O)([O-])[O-].[K+].[K+]. Product: [Br:1][C:2]1[N:10]([CH2:11][C:12]2[CH:17]=[CH:16][CH:15]=[CH:14][C:13]=2[Cl:18])[C:9]2[C:8](=[O:19])[N:7]([CH2:28][CH2:29][C:30]3[CH:35]=[CH:34][CH:33]=[CH:32][CH:31]=3)[C:6](=[O:20])[N:5]([CH3:21])[C:4]=2[N:3]=1. The catalyst class is: 84. (3) Reactant: [CH:1]1[C:13]2[CH:12]([CH2:14][O:15][C:16]([N:18]([CH3:26])[C@H:19]([C:23](O)=[O:24])[CH:20]([CH3:22])[CH3:21])=[O:17])[C:11]3[C:6](=[CH:7][CH:8]=[CH:9][CH:10]=3)[C:5]=2[CH:4]=[CH:3][CH:2]=1.[CH3:27][O:28][C@@H:29]([C@@H:38]([N:43]([CH3:51])[C:44](=[O:50])[C@H:45]([CH:47]([CH3:49])[CH3:48])[NH2:46])[C@@H:39]([CH3:42])[CH2:40][CH3:41])[CH2:30][C:31]([O:33][C:34]([CH3:37])([CH3:36])[CH3:35])=[O:32].Cl.CN(C)CCCN=C=NCC.O.ON1C2C=CC=CC=2N=N1.[Cl-].[NH4+]. Product: [CH:10]1[C:11]2[CH:12]([CH2:14][O:15][C:16]([N:18]([CH3:26])[C@H:19]([C:23]([NH:46][C@H:45]([C:44]([N:43]([C@@H:38]([C@@H:39]([CH3:42])[CH2:40][CH3:41])[C@H:29]([O:28][CH3:27])[CH2:30][C:31]([O:33][C:34]([CH3:37])([CH3:35])[CH3:36])=[O:32])[CH3:51])=[O:50])[CH:47]([CH3:49])[CH3:48])=[O:24])[CH:20]([CH3:21])[CH3:22])=[O:17])[C:13]3[C:5](=[CH:4][CH:3]=[CH:2][CH:1]=3)[C:6]=2[CH:7]=[CH:8][CH:9]=1. The catalyst class is: 39. (4) Reactant: [CH3:1][N:2]1[C:6]2[CH:7]=[CH:8][C:9]([C:11]3[CH:12]=[N:13][CH:14]=[C:15]4[C:20]=3[N:19]=[C:18]([CH2:21]O)[CH:17]=[CH:16]4)=[CH:10][C:5]=2[CH2:4][S:3]1(=[O:24])=[O:23].C(N(CC)CC)C.CS([Cl:36])(=O)=O. Product: [Cl:36][CH2:21][C:18]1[CH:17]=[CH:16][C:15]2[C:20](=[C:11]([C:9]3[CH:8]=[CH:7][C:6]4[N:2]([CH3:1])[S:3](=[O:24])(=[O:23])[CH2:4][C:5]=4[CH:10]=3)[CH:12]=[N:13][CH:14]=2)[N:19]=1. The catalyst class is: 4. (5) Reactant: [Cl:1][C:2]1[CH:3]=[C:4]([C:12]2[O:16][N:15]=[C:14]([C:17]3[CH:18]=[CH:19][CH:20]=[C:21]4[C:25]=3[N:24]([CH3:26])[CH:23]=[C:22]4[CH2:27][CH2:28][N:29]3[CH2:34][CH2:33][CH:32]([C:35]([O:37]CC)=[O:36])[CH2:31][CH2:30]3)[N:13]=2)[CH:5]=[CH:6][C:7]=1[O:8][CH:9]([CH3:11])[CH3:10].[OH-].[Na+].Cl. Product: [Cl:1][C:2]1[CH:3]=[C:4]([C:12]2[O:16][N:15]=[C:14]([C:17]3[CH:18]=[CH:19][CH:20]=[C:21]4[C:25]=3[N:24]([CH3:26])[CH:23]=[C:22]4[CH2:27][CH2:28][N:29]3[CH2:34][CH2:33][CH:32]([C:35]([OH:37])=[O:36])[CH2:31][CH2:30]3)[N:13]=2)[CH:5]=[CH:6][C:7]=1[O:8][CH:9]([CH3:10])[CH3:11]. The catalyst class is: 1. (6) Reactant: [OH:1][CH2:2][CH2:3][CH2:4][CH2:5][CH2:6][N:7]1[CH2:12][CH2:11][N:10]([C:13]2[N:18]=[C:17]([C:19]3[CH:28]=[C:27]4[C:22]([C:23]([CH3:31])([CH3:30])[CH2:24][CH2:25][C:26]4=[O:29])=[CH:21][CH:20]=3)[CH:16]=[CH:15][CH:14]=2)[CH2:9][CH2:8]1.C[Li].O.[C:35](=O)([O-])O.[Na+]. Product: [OH:1][CH2:2][CH2:3][CH2:4][CH2:5][CH2:6][N:7]1[CH2:8][CH2:9][N:10]([C:13]2[N:18]=[C:17]([C:19]3[CH:28]=[C:27]4[C:22]([C:23]([CH3:31])([CH3:30])[CH2:24][CH2:25][C:26]4([CH3:35])[OH:29])=[CH:21][CH:20]=3)[CH:16]=[CH:15][CH:14]=2)[CH2:11][CH2:12]1. The catalyst class is: 165. (7) Reactant: [CH3:1][O:2][C:3]1[CH:12]=[CH:11][C:10]([N+:13]([O-:15])=[O:14])=[C:9]2[C:4]=1[CH2:5][CH2:6][CH:7]([C:16]([O:18]C)=[O:17])[CH2:8]2. Product: [CH3:1][O:2][C:3]1[CH:12]=[CH:11][C:10]([N+:13]([O-:15])=[O:14])=[C:9]2[C:4]=1[CH2:5][CH2:6][CH:7]([C:16]([OH:18])=[O:17])[CH2:8]2. The catalyst class is: 273. (8) Reactant: [CH2:1]([O:8][C:9]1[CH:19]=[CH:18][C:12]([O:13][CH2:14][C@@H:15]2[CH2:17][O:16]2)=[CH:11][C:10]=1[N+:20]([O-:22])=[O:21])[C:2]1[CH:7]=[CH:6][CH:5]=[CH:4][CH:3]=1.C([NH:30][C@@H:31]([CH2:34][C:35]1[CH:40]=[CH:39][C:38]([OH:41])=[CH:37][CH:36]=1)[CH2:32][OH:33])C1C=CC=CC=1. Product: [CH2:1]([O:8][C:9]1[CH:19]=[CH:18][C:12]([O:13][CH2:14][C@@H:15]([OH:16])[CH2:17][NH:30][C@@H:31]([CH2:34][C:35]2[CH:36]=[CH:37][C:38]([O:41][CH2:1][C:2]3[CH:7]=[CH:6][CH:5]=[CH:4][CH:3]=3)=[CH:39][CH:40]=2)[CH2:32][OH:33])=[CH:11][C:10]=1[N+:20]([O-:22])=[O:21])[C:2]1[CH:7]=[CH:6][CH:5]=[CH:4][CH:3]=1. The catalyst class is: 8. (9) The catalyst class is: 11. Product: [O:15]1[CH2:16][CH2:17][CH:12](/[CH:11]=[CH:10]/[C:9]2[NH:8][C:7]3[CH:6]=[CH:5][C:4]([C:19]4[CH:24]=[CH:23][CH:22]=[CH:21][C:20]=4[C:25]([F:28])([F:27])[F:26])=[CH:3][C:2]=3[N:1]=2)[CH2:13][CH2:14]1. Reactant: [NH2:1][C:2]1[CH:3]=[C:4]([C:19]2[CH:24]=[CH:23][CH:22]=[CH:21][C:20]=2[C:25]([F:28])([F:27])[F:26])[CH:5]=[CH:6][C:7]=1[NH:8][C:9](=O)[CH:10]=[CH:11][CH:12]1[CH2:17][CH2:16][O:15][CH2:14][CH2:13]1.C1(C)C=CC(S(O)(=O)=O)=CC=1.C([O-])(O)=O.[Na+]. (10) Reactant: [C:1]([O:5][C:6]([N:8]1[CH2:13][CH2:12][CH:11]([OH:14])[CH2:10][CH2:9]1)=[O:7])([CH3:4])([CH3:3])[CH3:2].[H-].[Na+].Cl[C:18]1[CH:25]=[CH:24][C:21]([C:22]#[N:23])=[CH:20][N:19]=1. Product: [C:1]([O:5][C:6]([N:8]1[CH2:13][CH2:12][CH:11]([O:14][C:18]2[CH:25]=[CH:24][C:21]([C:22]#[N:23])=[CH:20][N:19]=2)[CH2:10][CH2:9]1)=[O:7])([CH3:4])([CH3:2])[CH3:3]. The catalyst class is: 3.